The task is: Predict the product of the given reaction.. This data is from Forward reaction prediction with 1.9M reactions from USPTO patents (1976-2016). Given the reactants Cl[C:2]1[CH:7]=[CH:6][C:5]([N+:8]([O-:10])=[O:9])=[CH:4][N:3]=1.[C:11]([C:15]1[CH:20]=[CH:19][C:18]([OH:21])=[CH:17][CH:16]=1)([CH3:14])([CH3:13])[CH3:12].CN(C=O)C, predict the reaction product. The product is: [C:11]([C:15]1[CH:16]=[CH:17][C:18]([O:21][C:2]2[CH:7]=[CH:6][C:5]([N+:8]([O-:10])=[O:9])=[CH:4][N:3]=2)=[CH:19][CH:20]=1)([CH3:14])([CH3:12])[CH3:13].